Regression. Given a peptide amino acid sequence and an MHC pseudo amino acid sequence, predict their binding affinity value. This is MHC class I binding data. From a dataset of Peptide-MHC class I binding affinity with 185,985 pairs from IEDB/IMGT. (1) The peptide sequence is GDEALTGFL. The MHC is HLA-B18:01 with pseudo-sequence HLA-B18:01. The binding affinity (normalized) is 0.199. (2) The peptide sequence is MQDGRFDGI. The MHC is HLA-A02:12 with pseudo-sequence HLA-A02:12. The binding affinity (normalized) is 0.454. (3) The binding affinity (normalized) is 0.0916. The MHC is Mamu-A11 with pseudo-sequence Mamu-A11. The peptide sequence is EDLKIETNKF. (4) The peptide sequence is AFIAPDRASF. The MHC is HLA-A24:02 with pseudo-sequence HLA-A24:02. The binding affinity (normalized) is 0.571. (5) The peptide sequence is CVNGVCWTV. The MHC is HLA-A68:02 with pseudo-sequence HLA-A68:02. The binding affinity (normalized) is 0.294.